Dataset: Full USPTO retrosynthesis dataset with 1.9M reactions from patents (1976-2016). Task: Predict the reactants needed to synthesize the given product. (1) Given the product [CH3:35][O:34][N:33]([CH3:32])[C:22](=[O:24])[CH2:21][CH2:20][CH2:19][CH2:18][CH2:17][N:5]1[C:6]2[C:15]3[CH:14]=[CH:13][CH:12]=[CH:11][C:10]=3[N:9]=[CH:8][C:7]=2[N:16]=[C:4]1[CH2:1][CH2:2][CH3:3], predict the reactants needed to synthesize it. The reactants are: [CH2:1]([C:4]1[N:5]([CH2:17][CH2:18][CH2:19][CH2:20][CH2:21][C:22]([OH:24])=O)[C:6]2[C:15]3[CH:14]=[CH:13][CH:12]=[CH:11][C:10]=3[N:9]=[CH:8][C:7]=2[N:16]=1)[CH2:2][CH3:3].C(Cl)(=O)C(Cl)=O.Cl.[CH3:32][NH:33][O:34][CH3:35].C(N(CC)CC)C. (2) Given the product [OH:25][C@H:24]([C:23]1[C:15]([CH3:14])=[C:16]2[C:20](=[CH:21][CH:22]=1)[C:19](=[O:27])[O:18][CH2:17]2)[CH2:26][N:1]1[CH2:6][CH2:5][CH:4]([C:7]([O:9][C:10]([CH3:13])([CH3:12])[CH3:11])=[O:8])[CH2:3][CH2:2]1, predict the reactants needed to synthesize it. The reactants are: [NH:1]1[CH2:6][CH2:5][CH:4]([C:7]([O:9][C:10]([CH3:13])([CH3:12])[CH3:11])=[O:8])[CH2:3][CH2:2]1.[CH3:14][C:15]1[C:23]([C@@H:24]2[CH2:26][O:25]2)=[CH:22][CH:21]=[C:20]2[C:16]=1[CH2:17][O:18][C:19]2=[O:27]. (3) The reactants are: Cl[C:2]1[CH:7]=[CH:6][C:5]([N+:8]([O-:10])=[O:9])=[CH:4][C:3]=1[O:11][CH3:12].[N:13]1([CH2:18][CH2:19][NH2:20])[CH2:17][CH2:16][CH2:15][CH2:14]1. Given the product [CH3:12][O:11][C:3]1[CH:4]=[C:5]([N+:8]([O-:10])=[O:9])[CH:6]=[CH:7][C:2]=1[NH:20][CH2:19][CH2:18][N:13]1[CH2:17][CH2:16][CH2:15][CH2:14]1, predict the reactants needed to synthesize it. (4) Given the product [O:3]1[CH2:8][CH2:7][CH:6]([C:9]([OH:11])=[O:10])[CH2:5][CH2:4]1, predict the reactants needed to synthesize it. The reactants are: [OH-].[Na+].[O:3]1[CH2:8][CH2:7][CH:6]([C:9]([O:11]C)=[O:10])[CH2:5][CH2:4]1. (5) Given the product [F:19][C:20]1[CH:25]=[C:24]([C:2]2[CH:7]=[C:6]([O:8][CH2:9][C:10]3[CH:15]=[CH:14][CH:13]=[CH:12][N:11]=3)[N:5]=[C:4]3[CH2:16][CH2:17][CH2:18][C:3]=23)[CH:23]=[CH:22][CH:21]=1, predict the reactants needed to synthesize it. The reactants are: Cl[C:2]1[CH:7]=[C:6]([O:8][CH2:9][C:10]2[CH:15]=[CH:14][CH:13]=[CH:12][N:11]=2)[N:5]=[C:4]2[CH2:16][CH2:17][CH2:18][C:3]=12.[F:19][C:20]1[CH:21]=[C:22](B(O)O)[CH:23]=[CH:24][CH:25]=1.C(=O)([O-])[O-].[K+].[K+].